Dataset: Full USPTO retrosynthesis dataset with 1.9M reactions from patents (1976-2016). Task: Predict the reactants needed to synthesize the given product. Given the product [F:1][C:2]1[C:7]2[O:8][CH2:9][CH2:10][O:11][C:6]=2[CH:5]=[C:4]([CH:12]([C:17](=[O:19])[CH3:18])[C:13]#[N:14])[CH:3]=1, predict the reactants needed to synthesize it. The reactants are: [F:1][C:2]1[C:7]2[O:8][CH2:9][CH2:10][O:11][C:6]=2[CH:5]=[C:4]([CH2:12][C:13]#[N:14])[CH:3]=1.[H-].[Na+].[C:17](OCC)(=[O:19])[CH3:18].O.